Dataset: Reaction yield outcomes from USPTO patents with 853,638 reactions. Task: Predict the reaction yield, written as a fraction of the theoretical maximum amount of product (1.0 means a 100% yield; for example, 0.34 means a 34% yield). (1) The reactants are C1(N=C=N)CCCCC1.[C:10]([OH:18])(=O)[C:11]1[CH:16]=[CH:15][CH:14]=[CH:13][CH:12]=1.O.ON1C2C=CC=CC=2N=N1.Cl.Cl.Cl.[N:33]1([CH2:39][CH2:40][CH2:41][O:42][C:43]2[CH:55]=[CH:54][C:46]([CH2:47][N:48]3[CH2:53][CH2:52][NH:51][CH2:50][CH2:49]3)=[CH:45][CH:44]=2)[CH2:38][CH2:37][CH2:36][CH2:35][CH2:34]1.C(N(CC)CC)C. The yield is 0.770. The product is [C:11]1([C:10]([N:51]2[CH2:52][CH2:53][N:48]([CH2:47][C:46]3[CH:45]=[CH:44][C:43]([O:42][CH2:41][CH2:40][CH2:39][N:33]4[CH2:34][CH2:35][CH2:36][CH2:37][CH2:38]4)=[CH:55][CH:54]=3)[CH2:49][CH2:50]2)=[O:18])[CH:12]=[CH:13][CH:14]=[CH:15][CH:16]=1. The catalyst is ClCCl.CN(C)C=O. (2) The reactants are [N+:1]([C:4]1[CH:9]=[CH:8][CH:7]=[CH:6][C:5]=1[C:10]1[N:11]=[C:12]2[N:16]([CH:17]=1)[C:15]([CH2:18]O)=[CH:14][S:13]2)([O-:3])=[O:2].O=S(Cl)[Cl:22].CN(C=O)C. The catalyst is ClCCl. The product is [Cl:22][CH2:18][C:15]1[N:16]2[CH:17]=[C:10]([C:5]3[CH:6]=[CH:7][CH:8]=[CH:9][C:4]=3[N+:1]([O-:3])=[O:2])[N:11]=[C:12]2[S:13][CH:14]=1. The yield is 0.990.